From a dataset of Forward reaction prediction with 1.9M reactions from USPTO patents (1976-2016). Predict the product of the given reaction. (1) Given the reactants [C:1]([O:5][C:6]([N:8]1[CH2:12][CH2:11][C@H:10]([C@@H:13]2[CH2:15][O:14]2)[CH2:9]1)=[O:7])([CH3:4])([CH3:3])[CH3:2].[O-][CH2:17][CH3:18].[Na+].CC[OH:22], predict the reaction product. The product is: [C:1]([O:5][C:6]([N:8]1[CH2:12][CH2:11][C@H:10]([C@@H:13]([OH:22])[CH2:15][O:14][CH2:17][CH3:18])[CH2:9]1)=[O:7])([CH3:2])([CH3:3])[CH3:4]. (2) Given the reactants [Cl:1][C:2]1[N:6]2[C:7](=[O:20])[N:8]([C:14]3[CH:19]=[CH:18][CH:17]=[CH:16][CH:15]=3)[C:9]([CH:11](O)[CH3:12])=[CH:10][C:5]2=[N:4][CH:3]=1.C1C=CC(P([N:35]=[N+:36]=[N-:37])(C2C=CC=CC=2)=O)=CC=1.C1CCN2C(=NCCC2)CC1, predict the reaction product. The product is: [N:35]([CH:11]([C:9]1[N:8]([C:14]2[CH:19]=[CH:18][CH:17]=[CH:16][CH:15]=2)[C:7](=[O:20])[N:6]2[C:2]([Cl:1])=[CH:3][N:4]=[C:5]2[CH:10]=1)[CH3:12])=[N+:36]=[N-:37]. (3) Given the reactants [Cl:1][C:2]1[C:10]2[N:6]([C:7]([CH2:14][CH2:15][O:16][CH3:17])=[CH:8][C:9]=2[C:11]([OH:13])=O)[CH:5]=[CH:4][CH:3]=1.[F:18][C:19]1([F:28])[CH2:24][CH2:23][CH:22]([CH2:25][NH2:26])[CH2:21][CH:20]1[CH3:27].C1C=CC2N(O)N=NC=2C=1.CCN=C=NCCCN(C)C.CCN(C(C)C)C(C)C, predict the reaction product. The product is: [Cl:1][C:2]1[C:10]2[N:6]([C:7]([CH2:14][CH2:15][O:16][CH3:17])=[CH:8][C:9]=2[C:11]([NH:26][CH2:25][CH:22]2[CH2:23][CH2:24][C:19]([F:18])([F:28])[CH:20]([CH3:27])[CH2:21]2)=[O:13])[CH:5]=[CH:4][CH:3]=1. (4) Given the reactants Cl.[CH3:2][C:3]([CH3:37])([CH3:36])[C@H:4]([NH:21][C:22](=[O:35])[C@@H:23]([NH:33][CH3:34])[C:24]([CH3:32])([C:26]1[CH:31]=[CH:30][CH:29]=[CH:28][CH:27]=1)[CH3:25])[C:5]([N:7]([CH3:20])[C@@H:8]([CH:17]([CH3:19])[CH3:18])/[CH:9]=[C:10](\[CH3:16])/[C:11]([O:13]CC)=[O:12])=[O:6].IC.[CH3:40]CN(C(C)C)C(C)C, predict the reaction product. The product is: [CH3:40][N:33]([CH3:34])[C@H:23]([C:22]([NH:21][C@H:4]([C:5]([N:7]([C@@H:8]([CH:17]([CH3:18])[CH3:19])/[CH:9]=[C:10](/[C:11]([OH:13])=[O:12])\[CH3:16])[CH3:20])=[O:6])[C:3]([CH3:37])([CH3:36])[CH3:2])=[O:35])[C:24]([CH3:25])([CH3:32])[C:26]1[CH:27]=[CH:28][CH:29]=[CH:30][CH:31]=1. (5) Given the reactants Cl.CC(O)C.[F:6][C:7]1[C:12]([O:13][CH3:14])=[CH:11][CH:10]=[CH:9][C:8]=1[C:15]1[CH:16]=[C:17]2[C:21](=[CH:22][CH:23]=1)[N:20](C1CCCCO1)[N:19]=[C:18]2[C:30]1[N:35]=[C:34]([N:36]2[CH2:41][CH2:40][CH:39]([NH:42]C(=O)OC(C)(C)C)[CH2:38][CH2:37]2)[CH:33]=[N:32][CH:31]=1.C(Cl)Cl, predict the reaction product. The product is: [F:6][C:7]1[C:12]([O:13][CH3:14])=[CH:11][CH:10]=[CH:9][C:8]=1[C:15]1[CH:16]=[C:17]2[C:21](=[CH:22][CH:23]=1)[NH:20][N:19]=[C:18]2[C:30]1[N:35]=[C:34]([N:36]2[CH2:37][CH2:38][CH:39]([NH2:42])[CH2:40][CH2:41]2)[CH:33]=[N:32][CH:31]=1. (6) Given the reactants [N:1]1([CH2:6][C:7]2[CH:23]=[CH:22][C:10]([CH2:11][N:12]3[C:16]4=[C:17](Br)[N:18]=[CH:19][CH:20]=[C:15]4[CH:14]=[N:13]3)=[CH:9][CH:8]=2)[CH:5]=[CH:4][CH:3]=[N:2]1.[NH2:24][CH2:25][C:26]1[CH:27]=[C:28]2[C:33](=[CH:34][CH:35]=1)[C:32]([NH2:36])=[N:31][CH:30]=[CH:29]2, predict the reaction product. The product is: [N:1]1([CH2:6][C:7]2[CH:23]=[CH:22][C:10]([CH2:11][N:12]3[C:16]4=[C:17]([NH:24][CH2:25][C:26]5[CH:27]=[C:28]6[C:33](=[CH:34][CH:35]=5)[C:32]([NH2:36])=[N:31][CH:30]=[CH:29]6)[N:18]=[CH:19][CH:20]=[C:15]4[CH:14]=[N:13]3)=[CH:9][CH:8]=2)[CH:5]=[CH:4][CH:3]=[N:2]1.